From a dataset of CYP2D6 inhibition data for predicting drug metabolism from PubChem BioAssay. Regression/Classification. Given a drug SMILES string, predict its absorption, distribution, metabolism, or excretion properties. Task type varies by dataset: regression for continuous measurements (e.g., permeability, clearance, half-life) or binary classification for categorical outcomes (e.g., BBB penetration, CYP inhibition). Dataset: cyp2d6_veith. The molecule is CCn1c(=O)cc(OCC(=O)Nc2cccnc2)c2ccccc21. The result is 1 (inhibitor).